From a dataset of Reaction yield outcomes from USPTO patents with 853,638 reactions. Predict the reaction yield, written as a fraction of the theoretical maximum amount of product (1.0 means a 100% yield; for example, 0.34 means a 34% yield). (1) The product is [NH2:15][CH2:3][C@H:2]([OH:1])[CH2:4][N:5]1[CH2:14][CH2:13][C:12]2[C:7](=[CH:8][CH:9]=[CH:10][CH:11]=2)[CH2:6]1. The yield is 0.920. The reactants are [O:1]1[CH2:3][C@H:2]1[CH2:4][N:5]1[CH2:14][CH2:13][C:12]2[C:7](=[CH:8][CH:9]=[CH:10][CH:11]=2)[CH2:6]1.[NH3:15]. The catalyst is CCO. (2) The reactants are N1C=CN=C1.[OH:6][C:7]1[CH:14]=[CH:13][C:10]([CH:11]=[O:12])=[CH:9][CH:8]=1.[Si:15](Cl)([C:28]([CH3:31])([CH3:30])[CH3:29])([C:22]1[CH:27]=[CH:26][CH:25]=[CH:24][CH:23]=1)[C:16]1[CH:21]=[CH:20][CH:19]=[CH:18][CH:17]=1.O. The catalyst is CN(C)C=O. The product is [Si:15]([O:6][C:7]1[CH:14]=[CH:13][C:10]([CH:11]=[O:12])=[CH:9][CH:8]=1)([C:28]([CH3:31])([CH3:30])[CH3:29])([C:22]1[CH:23]=[CH:24][CH:25]=[CH:26][CH:27]=1)[C:16]1[CH:21]=[CH:20][CH:19]=[CH:18][CH:17]=1. The yield is 0.940. (3) The reactants are [CH3:1][C:2]1[C:7]([OH:8])=[CH:6][CH:5]=[CH:4][N:3]=1.[H-].[Na+].[Br:11][C:12]1[CH:13]=[C:14]([N+]([O-])=O)[C:15]([C:18]#[N:19])=[N:16][CH:17]=1.O. The catalyst is CN(C=O)C. The product is [Br:11][C:12]1[CH:13]=[C:14]([O:8][C:7]2[C:2]([CH3:1])=[N:3][CH:4]=[CH:5][CH:6]=2)[C:15]([C:18]#[N:19])=[N:16][CH:17]=1. The yield is 0.480.